From a dataset of NCI-60 drug combinations with 297,098 pairs across 59 cell lines. Regression. Given two drug SMILES strings and cell line genomic features, predict the synergy score measuring deviation from expected non-interaction effect. (1) Drug 1: CC1=C2C(C(=O)C3(C(CC4C(C3C(C(C2(C)C)(CC1OC(=O)C(C(C5=CC=CC=C5)NC(=O)OC(C)(C)C)O)O)OC(=O)C6=CC=CC=C6)(CO4)OC(=O)C)OC)C)OC. Drug 2: CS(=O)(=O)CCNCC1=CC=C(O1)C2=CC3=C(C=C2)N=CN=C3NC4=CC(=C(C=C4)OCC5=CC(=CC=C5)F)Cl. Cell line: UACC62. Synergy scores: CSS=49.4, Synergy_ZIP=8.40, Synergy_Bliss=9.58, Synergy_Loewe=-24.4, Synergy_HSA=9.04. (2) Drug 2: CCCCC(=O)OCC(=O)C1(CC(C2=C(C1)C(=C3C(=C2O)C(=O)C4=C(C3=O)C=CC=C4OC)O)OC5CC(C(C(O5)C)O)NC(=O)C(F)(F)F)O. Drug 1: C1CC(=O)NC(=O)C1N2CC3=C(C2=O)C=CC=C3N. Cell line: SNB-75. Synergy scores: CSS=6.55, Synergy_ZIP=-1.50, Synergy_Bliss=2.07, Synergy_Loewe=4.46, Synergy_HSA=3.06. (3) Drug 1: CCN(CC)CCNC(=O)C1=C(NC(=C1C)C=C2C3=C(C=CC(=C3)F)NC2=O)C. Drug 2: C1=NC2=C(N1)C(=S)N=CN2. Cell line: SK-OV-3. Synergy scores: CSS=21.9, Synergy_ZIP=0.324, Synergy_Bliss=3.97, Synergy_Loewe=-11.0, Synergy_HSA=-0.0300. (4) Drug 1: COC1=CC(=CC(=C1O)OC)C2C3C(COC3=O)C(C4=CC5=C(C=C24)OCO5)OC6C(C(C7C(O6)COC(O7)C8=CC=CS8)O)O. Drug 2: CCCS(=O)(=O)NC1=C(C(=C(C=C1)F)C(=O)C2=CNC3=C2C=C(C=N3)C4=CC=C(C=C4)Cl)F. Cell line: 786-0. Synergy scores: CSS=24.5, Synergy_ZIP=-0.368, Synergy_Bliss=0.0968, Synergy_Loewe=-21.3, Synergy_HSA=0.998. (5) Drug 1: COC1=NC(=NC2=C1N=CN2C3C(C(C(O3)CO)O)O)N. Drug 2: CC1C(C(CC(O1)OC2CC(CC3=C2C(=C4C(=C3O)C(=O)C5=CC=CC=C5C4=O)O)(C(=O)C)O)N)O. Cell line: NCIH23. Synergy scores: CSS=32.6, Synergy_ZIP=-3.76, Synergy_Bliss=-6.35, Synergy_Loewe=-6.55, Synergy_HSA=-5.18. (6) Drug 1: C1CC(=O)NC(=O)C1N2CC3=C(C2=O)C=CC=C3N. Cell line: OVCAR3. Synergy scores: CSS=19.3, Synergy_ZIP=-14.6, Synergy_Bliss=-23.8, Synergy_Loewe=-68.3, Synergy_HSA=-22.5. Drug 2: C1=NC2=C(N1)C(=S)N=CN2. (7) Drug 1: CNC(=O)C1=CC=CC=C1SC2=CC3=C(C=C2)C(=NN3)C=CC4=CC=CC=N4. Drug 2: C1CNP(=O)(OC1)N(CCCl)CCCl. Cell line: HCC-2998. Synergy scores: CSS=1.84, Synergy_ZIP=-0.842, Synergy_Bliss=-2.21, Synergy_Loewe=-8.77, Synergy_HSA=-2.98.